From a dataset of Merck oncology drug combination screen with 23,052 pairs across 39 cell lines. Regression. Given two drug SMILES strings and cell line genomic features, predict the synergy score measuring deviation from expected non-interaction effect. (1) Drug 1: N#Cc1ccc(Cn2cncc2CN2CCN(c3cccc(Cl)c3)C(=O)C2)cc1. Drug 2: C=CCn1c(=O)c2cnc(Nc3ccc(N4CCN(C)CC4)cc3)nc2n1-c1cccc(C(C)(C)O)n1. Cell line: COLO320DM. Synergy scores: synergy=11.6. (2) Drug 1: CCN(CC)CCNC(=O)c1c(C)[nH]c(C=C2C(=O)Nc3ccc(F)cc32)c1C. Drug 2: CCC1(O)C(=O)OCc2c1cc1n(c2=O)Cc2cc3c(CN(C)C)c(O)ccc3nc2-1. Cell line: NCIH2122. Synergy scores: synergy=1.28. (3) Drug 1: COc1cccc2c1C(=O)c1c(O)c3c(c(O)c1C2=O)CC(O)(C(=O)CO)CC3OC1CC(N)C(O)C(C)O1. Drug 2: CC1(c2nc3c(C(N)=O)cccc3[nH]2)CCCN1. Cell line: MSTO. Synergy scores: synergy=-23.2. (4) Drug 1: COc1cc(C2c3cc4c(cc3C(OC3OC5COC(C)OC5C(O)C3O)C3COC(=O)C23)OCO4)cc(OC)c1O. Drug 2: C=CCn1c(=O)c2cnc(Nc3ccc(N4CCN(C)CC4)cc3)nc2n1-c1cccc(C(C)(C)O)n1. Cell line: SW837. Synergy scores: synergy=18.6. (5) Drug 1: CCC1=CC2CN(C1)Cc1c([nH]c3ccccc13)C(C(=O)OC)(c1cc3c(cc1OC)N(C)C1C(O)(C(=O)OC)C(OC(C)=O)C4(CC)C=CCN5CCC31C54)C2. Drug 2: O=C(O)C1(Cc2cccc(Nc3nccs3)n2)CCC(Oc2cccc(Cl)c2F)CC1. Cell line: KPL1. Synergy scores: synergy=-4.51. (6) Drug 1: O=c1[nH]cc(F)c(=O)[nH]1. Drug 2: O=C(O)C1(Cc2cccc(Nc3nccs3)n2)CCC(Oc2cccc(Cl)c2F)CC1. Cell line: NCIH1650. Synergy scores: synergy=-0.660. (7) Drug 1: CC1CC2C3CCC4=CC(=O)C=CC4(C)C3(F)C(O)CC2(C)C1(O)C(=O)CO. Drug 2: CCc1cnn2c(NCc3ccc[n+]([O-])c3)cc(N3CCCCC3CCO)nc12. Cell line: HCT116. Synergy scores: synergy=-2.54. (8) Drug 1: N.N.O=C(O)C1(C(=O)O)CCC1.[Pt]. Drug 2: CNC(=O)c1cc(Oc2ccc(NC(=O)Nc3ccc(Cl)c(C(F)(F)F)c3)cc2)ccn1. Cell line: ES2. Synergy scores: synergy=-19.1.